From a dataset of Forward reaction prediction with 1.9M reactions from USPTO patents (1976-2016). Predict the product of the given reaction. (1) Given the reactants [NH2:1][C:2]1[CH:3]=[N:4][CH:5]=[CH:6][C:7]=1[N:8]1[CH2:13][C@H:12]([CH3:14])[C@@H:11]([O:15][Si:16]([C:19]([CH3:22])([CH3:21])[CH3:20])([CH3:18])[CH3:17])[C@H:10]([NH:23][C:24](=[O:30])[O:25][C:26]([CH3:29])([CH3:28])[CH3:27])[CH2:9]1.[CH:31]1([C:34]2[S:35][C:36]3[C:37]([N:45]=2)=[N:38][C:39]([C:42](O)=[O:43])=[CH:40][CH:41]=3)[CH2:33][CH2:32]1.CCN(C(C)C)C(C)C.CN(C(ON1N=NC2C=CC=NC1=2)=[N+](C)C)C.F[P-](F)(F)(F)(F)F, predict the reaction product. The product is: [Si:16]([O:15][C@@H:11]1[C@@H:12]([CH3:14])[CH2:13][N:8]([C:7]2[CH:6]=[CH:5][N:4]=[CH:3][C:2]=2[NH:1][C:42]([C:39]2[N:38]=[C:37]3[N:45]=[C:34]([CH:31]4[CH2:32][CH2:33]4)[S:35][C:36]3=[CH:41][CH:40]=2)=[O:43])[CH2:9][C@H:10]1[NH:23][C:24](=[O:30])[O:25][C:26]([CH3:29])([CH3:28])[CH3:27])([C:19]([CH3:22])([CH3:21])[CH3:20])([CH3:18])[CH3:17]. (2) Given the reactants [CH3:1][CH:2]1[N:8]([CH3:9])[CH2:7][C:6]2[CH:10]=[CH:11][C:12]([N:14]3[CH2:19][CH2:18][N:17](C(OC(C)(C)C)=O)[CH2:16][CH2:15]3)=[N:13][C:5]=2[O:4][CH2:3]1.[ClH:27].C(OCC)(=O)C, predict the reaction product. The product is: [ClH:27].[ClH:27].[ClH:27].[CH3:1][CH:2]1[N:8]([CH3:9])[CH2:7][C:6]2[CH:10]=[CH:11][C:12]([N:14]3[CH2:19][CH2:18][NH:17][CH2:16][CH2:15]3)=[N:13][C:5]=2[O:4][CH2:3]1. (3) Given the reactants [F:1][C:2]([F:18])([C:14]([F:17])([F:16])[F:15])[C:3]([F:13])([F:12])[C:4]([F:11])([F:10])[CH2:5][CH2:6][CH2:7][CH2:8]O.[BrH:19].S(=O)(=O)(O)O, predict the reaction product. The product is: [Br:19][CH2:8][CH2:7][CH2:6][CH2:5][C:4]([F:11])([F:10])[C:3]([F:13])([F:12])[C:2]([F:18])([F:1])[C:14]([F:17])([F:16])[F:15].